Dataset: Catalyst prediction with 721,799 reactions and 888 catalyst types from USPTO. Task: Predict which catalyst facilitates the given reaction. Reactant: [F:1][C:2]1[CH:3]=[C:4]([CH:6]=[CH:7][CH:8]=1)[NH2:5].[CH2:9]([O:11][C:12]1[C:13](=O)[C:14](=[O:19])[C:15]=1[O:16]CC)[CH3:10]. Product: [CH2:9]([O:11][C:12]1[C:15](=[O:16])[C:14](=[O:19])[C:13]=1[NH:5][C:4]1[CH:6]=[CH:7][CH:8]=[C:2]([F:1])[CH:3]=1)[CH3:10]. The catalyst class is: 8.